Task: Predict hERG channel inhibition at various concentrations.. Dataset: hERG Central: cardiac toxicity at 1µM, 10µM, and general inhibition (1) The molecule is CCC(=O)c1cc(F)ccc1OCC(=O)N1CCN(c2ccc(F)cc2)CC1. Results: hERG_inhib (hERG inhibition (general)): blocker. (2) The compound is O=C(CSc1ccc2nnc(-c3cccnc3)n2n1)c1ccccc1. Results: hERG_inhib (hERG inhibition (general)): blocker. (3) Results: hERG_inhib (hERG inhibition (general)): blocker. The compound is Cc1cccc(/C=C2/Sc3ccc(C(=O)NCCN4CCCC4)cc3NC2=O)c1. (4) The molecule is CCn1c(CN2CCN(Cc3ccc(C)cc3)C(CCO)C2)nc2ccccc21. Results: hERG_inhib (hERG inhibition (general)): blocker.